From a dataset of Forward reaction prediction with 1.9M reactions from USPTO patents (1976-2016). Predict the product of the given reaction. (1) The product is: [C:1]([O:5][C:6]([N:7]([CH3:8])[C@@H:9]([CH3:10])[C:11]([NH:12][C@@H:13]1[C:19](=[O:20])[N:18]([CH2:21][C:22]2[C:31]3[C:26](=[CH:27][CH:28]=[CH:29][CH:30]=3)[CH:25]=[CH:24][C:23]=2[CH3:32])[C:17]2[CH:33]=[CH:34][C:35]([C:37]#[N:38])=[CH:36][C:16]=2[N:15]([C:46]([C:45]2[CH:44]=[CH:43][C:42]([C:41]([N:15]3[C:16]4[CH:36]=[C:35]([C:37]#[N:38])[CH:34]=[CH:33][C:17]=4[N:18]([CH2:21][C:22]4[C:31]5[C:26](=[CH:27][CH:28]=[CH:29][CH:30]=5)[CH:25]=[CH:24][C:23]=4[CH3:32])[C:19](=[O:20])[C@@H:13]([NH:12][C:11](=[O:39])[C@@H:9]([N:7]([CH3:8])[C:6](=[O:40])[O:5][C:1]([CH3:2])([CH3:4])[CH3:3])[CH3:10])[CH2:14]3)=[O:52])=[CH:50][CH:49]=2)=[O:48])[CH2:14]1)=[O:39])=[O:40])([CH3:2])([CH3:3])[CH3:4]. Given the reactants [C:1]([O:5][C:6](=[O:40])[N:7]([C@H:9]([C:11](=[O:39])[NH:12][C@@H:13]1[C:19](=[O:20])[N:18]([CH2:21][C:22]2[C:31]3[C:26](=[CH:27][CH:28]=[CH:29][CH:30]=3)[CH:25]=[CH:24][C:23]=2[CH3:32])[C:17]2[CH:33]=[CH:34][C:35]([C:37]#[N:38])=[CH:36][C:16]=2[NH:15][CH2:14]1)[CH3:10])[CH3:8])([CH3:4])([CH3:3])[CH3:2].[C:41]([OH:52])(=O)[C:42]1[CH:50]=[CH:49][C:45]([C:46]([OH:48])=O)=[CH:44][CH:43]=1.O=P(Cl)(Cl)Cl, predict the reaction product. (2) Given the reactants C[Si]([N-][Si](C)(C)C)(C)C.[Na+].[Cl:11][C:12]1[CH:22]=[CH:21][CH:20]=[C:19]([Si:23]([CH3:26])([CH3:25])[CH3:24])[C:13]=1[C:14]([NH:16][CH2:17][CH3:18])=[O:15].[C:27](Cl)(=O)[CH3:28].C1C[O:34]CC1, predict the reaction product. The product is: [C:17]([N:16]([CH2:27][CH3:28])[C:14](=[O:15])[C:13]1[C:19]([Si:23]([CH3:25])([CH3:24])[CH3:26])=[CH:20][CH:21]=[CH:22][C:12]=1[Cl:11])(=[O:34])[CH3:18]. (3) Given the reactants [N+:1]([C:4]1[CH:15]=[CH:14][C:7]2[NH:8][C:9](=[O:13])[NH:10][CH2:11][CH2:12][C:6]=2[CH:5]=1)([O-])=O.Cl[C:17]([O:19][CH2:20][CH3:21])=[O:18].C(N(CC)CC)C, predict the reaction product. The product is: [CH2:20]([O:19][C:17](=[O:18])[NH:1][C:4]1[CH:15]=[CH:14][C:7]2[NH:8][C:9](=[O:13])[NH:10][CH2:11][CH2:12][C:6]=2[CH:5]=1)[CH3:21]. (4) Given the reactants Br[C:2]1[CH:7]=[CH:6][CH:5]=[C:4]([O:8][CH3:9])[N:3]=1.[CH2:10](B1OC(C)(C)C(C)(C)O1)[CH:11]=[CH2:12].[F-].[Cs+].C1COCC1, predict the reaction product. The product is: [CH2:12]([C:2]1[CH:7]=[CH:6][CH:5]=[C:4]([O:8][CH3:9])[N:3]=1)[CH:11]=[CH2:10].